Task: Predict the product of the given reaction.. Dataset: Forward reaction prediction with 1.9M reactions from USPTO patents (1976-2016) (1) Given the reactants [OH:1][C:2]1[CH:19]=[CH:18][C:5]2[CH2:6][CH2:7][C:8]3[C:12]([C:4]=2[CH:3]=1)=[N:11][NH:10][C:9]=3[C:13]([O:15][CH2:16][CH3:17])=[O:14].[NH2:20][S:21]([C:24]1[CH:29]=[CH:28][C:27](NN)=[CH:26][CH:25]=1)(=[O:23])=[O:22], predict the reaction product. The product is: [NH2:20][S:21]([C:24]1[CH:29]=[CH:28][C:27]([N:11]2[C:12]3[C:4]4[CH:3]=[C:2]([OH:1])[CH:19]=[CH:18][C:5]=4[CH2:6][CH2:7][C:8]=3[C:9]([C:13]([O:15][CH2:16][CH3:17])=[O:14])=[N:10]2)=[CH:26][CH:25]=1)(=[O:23])=[O:22]. (2) Given the reactants Cl.C([O:4][C:5](=[O:23])[CH2:6][CH2:7][NH:8][C:9]1[N:14]=[C:13]([N:15]([O:17][CH3:18])[CH3:16])[N:12]=[C:11]([NH:19][CH2:20][C:21]#[CH:22])[N:10]=1)C.[NH4+].[OH-], predict the reaction product. The product is: [CH3:18][O:17][N:15]([C:13]1[N:12]=[C:11]([NH:19][CH2:20][C:21]#[CH:22])[N:10]=[C:9]([NH:8][CH2:7][CH2:6][C:5]([OH:23])=[O:4])[N:14]=1)[CH3:16].